This data is from Forward reaction prediction with 1.9M reactions from USPTO patents (1976-2016). The task is: Predict the product of the given reaction. Given the reactants [Cl:1][C:2]1[CH:7]=[CH:6][C:5]([C:8]2[N:12]([CH3:13])[C:11]([C:14](O)=[O:15])=[C:10]([C:17]3[CH:22]=[CH:21][C:20]([S:23](=[O:26])(=[O:25])[NH2:24])=[CH:19][CH:18]=3)[C:9]=2[CH3:27])=[CH:4][CH:3]=1.C1C=CC2N(O)N=NC=2C=1.Cl.[CH3:39][NH:40][O:41][CH3:42].C(Cl)CCl.C(N(CC)CC)C, predict the reaction product. The product is: [Cl:1][C:2]1[CH:3]=[CH:4][C:5]([C:8]2[N:12]([CH3:13])[C:11]([C:14]([N:40]([O:41][CH3:42])[CH3:39])=[O:15])=[C:10]([C:17]3[CH:18]=[CH:19][C:20]([S:23](=[O:25])(=[O:26])[NH2:24])=[CH:21][CH:22]=3)[C:9]=2[CH3:27])=[CH:6][CH:7]=1.